This data is from Reaction yield outcomes from USPTO patents with 853,638 reactions. The task is: Predict the reaction yield, written as a fraction of the theoretical maximum amount of product (1.0 means a 100% yield; for example, 0.34 means a 34% yield). (1) The reactants are [CH2:1]([N:8]([CH2:16][C:17]1[CH:22]=[CH:21][CH:20]=[CH:19][CH:18]=1)[C:9]1([C:14]#[N:15])[CH2:13][CH2:12][O:11][CH2:10]1)[C:2]1[CH:7]=[CH:6][CH:5]=[CH:4][CH:3]=1.[H-].[Al+3].[Li+].[H-].[H-].[H-]. The catalyst is O1CCCC1. The product is [NH2:15][CH2:14][C:9]1([N:8]([CH2:1][C:2]2[CH:7]=[CH:6][CH:5]=[CH:4][CH:3]=2)[CH2:16][C:17]2[CH:22]=[CH:21][CH:20]=[CH:19][CH:18]=2)[CH2:13][CH2:12][O:11][CH2:10]1. The yield is 0.580. (2) The reactants are [CH3:1][O:2][CH:3]1[CH2:6][N:5]([CH2:7][CH2:8][CH2:9][N:10]2C(=O)C3C(=CC=CC=3)C2=O)[CH2:4]1. The catalyst is CCO. The product is [CH3:1][O:2][CH:3]1[CH2:6][N:5]([CH2:7][CH2:8][CH2:9][NH2:10])[CH2:4]1. The yield is 0.660. (3) The reactants are [Br:1][CH:2]1[CH2:7][CH2:6][CH2:5][CH2:4][CH:3]1[C:8](Br)=[O:9].Cl.C(O[NH2:20])C1C=CC=CC=1.CCO[C:24](C)=[O:25]. No catalyst specified. The product is [Br:1][C:2]1[CH:7]=[CH:6][CH:5]=[CH:4][C:3]=1[CH2:8][O:9][NH:20][CH:24]=[O:25]. The yield is 0.720. (4) The reactants are [F:1][C:2]1[CH:3]=[C:4]([CH:26]=[CH:27][C:28]=1[C:29]([F:32])([F:31])[F:30])[CH2:5][N:6]1[CH:10]=[C:9]([C:11]2[NH:19][C:18]3[C:17](=[O:20])[N:16]([CH2:21][CH2:22][CH3:23])[C:15]([C:24]#N)=[N:14][C:13]=3[N:12]=2)[CH:8]=[N:7]1.[OH-:33].[Na+].C(O)C.[OH2:38]. No catalyst specified. The product is [F:1][C:2]1[CH:3]=[C:4]([CH:26]=[CH:27][C:28]=1[C:29]([F:31])([F:30])[F:32])[CH2:5][N:6]1[CH:10]=[C:9]([C:11]2[NH:19][C:18]3[C:17](=[O:20])[N:16]([CH2:21][CH2:22][CH3:23])[C:15]([C:24]([OH:38])=[O:33])=[N:14][C:13]=3[N:12]=2)[CH:8]=[N:7]1. The yield is 0.310. (5) The reactants are [Br:1][C:2]1[N:3]=[C:4]([C@@H:12]2[O:17][CH2:16][C@H:15]([CH2:18][O:19][Si:20]([C:33]([CH3:36])([CH3:35])[CH3:34])([C:27]3[CH:32]=[CH:31][CH:30]=[CH:29][CH:28]=3)[C:21]3[CH:26]=[CH:25][CH:24]=[CH:23][CH:22]=3)[N:14]([C:37]([O:39][C:40]([CH3:43])([CH3:42])[CH3:41])=[O:38])[CH2:13]2)[N:5]2[CH:10]=[CH:9][N:8]=[C:7](Cl)[C:6]=12.[CH3:44][O:45][C:46]1[CH:51]=[C:50]([O:52][CH3:53])[CH:49]=[CH:48][C:47]=1[CH2:54][NH2:55].C(N(C(C)C)C(C)C)C. The catalyst is O1CCOCC1. The product is [Br:1][C:2]1[N:3]=[C:4]([C@@H:12]2[O:17][CH2:16][C@H:15]([CH2:18][O:19][Si:20]([C:33]([CH3:36])([CH3:35])[CH3:34])([C:27]3[CH:32]=[CH:31][CH:30]=[CH:29][CH:28]=3)[C:21]3[CH:26]=[CH:25][CH:24]=[CH:23][CH:22]=3)[N:14]([C:37]([O:39][C:40]([CH3:43])([CH3:42])[CH3:41])=[O:38])[CH2:13]2)[N:5]2[CH:10]=[CH:9][N:8]=[C:7]([NH:55][CH2:54][C:47]3[CH:48]=[CH:49][C:50]([O:52][CH3:53])=[CH:51][C:46]=3[O:45][CH3:44])[C:6]=12. The yield is 0.870. (6) The reactants are [Cl-].[O:2]1[CH:6]=[CH:5][N:4]=[C:3]1[Zn+].Cl[C:9]1[N:14]=[C:13]([NH:15][C:16]([CH:18]2[CH2:20][CH2:19]2)=[O:17])[CH:12]=[N:11][C:10]=1[C:21]1[CH:26]=[CH:25][N:24]=[CH:23][CH:22]=1. The catalyst is C1COCC1.C1C=CC([P]([Pd]([P](C2C=CC=CC=2)(C2C=CC=CC=2)C2C=CC=CC=2)([P](C2C=CC=CC=2)(C2C=CC=CC=2)C2C=CC=CC=2)[P](C2C=CC=CC=2)(C2C=CC=CC=2)C2C=CC=CC=2)(C2C=CC=CC=2)C2C=CC=CC=2)=CC=1. The product is [O:2]1[CH:6]=[CH:5][N:4]=[C:3]1[C:9]1[N:14]=[C:13]([NH:15][C:16]([CH:18]2[CH2:20][CH2:19]2)=[O:17])[CH:12]=[N:11][C:10]=1[C:21]1[CH:22]=[CH:23][N:24]=[CH:25][CH:26]=1. The yield is 0.260. (7) The reactants are [CH3:1][C:2]1[NH:3][C:4](=[O:26])[C:5]([CH2:11][C:12]2[CH:17]=[CH:16][C:15]([C:18]3[C:19]([C:24]#[N:25])=[CH:20][CH:21]=[CH:22][CH:23]=3)=[CH:14][CH:13]=2)=[C:6]([CH2:8][CH2:9][CH3:10])[N:7]=1.[F:27][C:28]1[CH:33]=[CH:32][C:31](B(O)O)=[CH:30][CH:29]=1.N1C=CC=CC=1.C(N(CC)CC)C. The catalyst is C(OCC)(=O)C.C([O-])(=O)C.[Cu+2].C([O-])(=O)C.ClCCl. The product is [F:27][C:28]1[CH:33]=[CH:32][C:31]([N:3]2[C:4](=[O:26])[C:5]([CH2:11][C:12]3[CH:17]=[CH:16][C:15]([C:18]4[C:19]([C:24]#[N:25])=[CH:20][CH:21]=[CH:22][CH:23]=4)=[CH:14][CH:13]=3)=[C:6]([CH2:8][CH2:9][CH3:10])[N:7]=[C:2]2[CH3:1])=[CH:30][CH:29]=1. The yield is 0.370. (8) The yield is 0.674. The catalyst is CCO. The product is [N+:11]([C:3]1[CH:4]=[C:5]([N+:8]([O-:10])=[O:9])[CH:6]=[CH:7][C:2]=1[NH:22][CH2:21][CH2:20][CH:16]1[CH2:17][CH2:18][CH2:19][N:15]1[CH3:14])([O-:13])=[O:12]. The reactants are Cl[C:2]1[CH:7]=[CH:6][C:5]([N+:8]([O-:10])=[O:9])=[CH:4][C:3]=1[N+:11]([O-:13])=[O:12].[CH3:14][N:15]1[CH2:19][CH2:18][CH2:17][CH:16]1[CH2:20][CH2:21][NH2:22]. (9) The reactants are Br[C:2]1[CH:10]=[CH:9][CH:8]=[C:7]2[C:3]=1[CH:4]=[N:5][N:6]2[C:11]1[CH:16]=[CH:15][CH:14]=[CH:13][C:12]=1[F:17].O.[NH:19]1[CH2:23][CH2:22][NH:21][C:20]1=[O:24].C(=O)([O-])[O-].[Cs+].[Cs+].CC1(C)C2C=CC=C(P(C3C=CC=CC=3)C3C=CC=CC=3)C=2OC2C1=CC=CC=2P(C1C=CC=CC=1)C1C=CC=CC=1. The catalyst is C(COC)OC.C1C=CC(/C=C/C(/C=C/C2C=CC=CC=2)=O)=CC=1.C1C=CC(/C=C/C(/C=C/C2C=CC=CC=2)=O)=CC=1.C1C=CC(/C=C/C(/C=C/C2C=CC=CC=2)=O)=CC=1.[Pd].[Pd]. The product is [F:17][C:12]1[CH:13]=[CH:14][CH:15]=[CH:16][C:11]=1[N:6]1[C:7]2[C:3](=[C:2]([N:19]3[CH2:23][CH2:22][NH:21][C:20]3=[O:24])[CH:10]=[CH:9][CH:8]=2)[CH:4]=[N:5]1. The yield is 0.510. (10) The reactants are [Br-:1].[Br-].[Br-].C[N+](C)(C)C1C=CC=CC=1.C[N+](C1C=CC=CC=1)(C)C.C[N+](C1C=CC=CC=1)(C)C.[F:34][CH:35]([F:53])[C:36]1[C:40]([C:41](=[O:43])[CH3:42])=[CH:39][N:38]([CH2:44][C:45]2[CH:50]=[CH:49][C:48]([O:51][CH3:52])=[CH:47][CH:46]=2)[N:37]=1. The yield is 0.920. The catalyst is C(Cl)(Cl)Cl. The product is [Br:1][CH2:42][C:41]([C:40]1[C:36]([CH:35]([F:34])[F:53])=[N:37][N:38]([CH2:44][C:45]2[CH:50]=[CH:49][C:48]([O:51][CH3:52])=[CH:47][CH:46]=2)[CH:39]=1)=[O:43].